From a dataset of Full USPTO retrosynthesis dataset with 1.9M reactions from patents (1976-2016). Predict the reactants needed to synthesize the given product. (1) Given the product [CH2:49]([C:22]1([C:16]2[CH:21]=[CH:20][CH:19]=[CH:18][CH:17]=2)[C:26]2[CH2:27][N:28]([C:31]([NH:33][CH2:34][C:35]3[CH:40]=[CH:39][CH:38]=[CH:37][C:36]=3[N:41]3[CH2:42][CH2:43][N:44]([CH3:47])[CH2:45][CH2:46]3)=[O:32])[CH2:29][CH2:30][C:25]=2[C:24](=[O:48])[O:23]1)[CH:50]([CH3:52])[CH3:51], predict the reactants needed to synthesize it. The reactants are: CN1CCN(C2C=CC=CC=2CN)CC1.[CH:16]1([C:22]2([CH2:49][CH:50]([CH3:52])[CH3:51])[C:26]3[CH2:27][N:28]([C:31]([NH:33][CH2:34][CH:35]4[CH2:40][CH2:39][CH2:38][CH2:37][CH:36]4[N:41]4[CH2:46][CH2:45][N:44]([CH3:47])[CH2:43][CH2:42]4)=[O:32])[CH2:29][CH2:30][C:25]=3[C:24](=[O:48])[O:23]2)[CH2:21][CH2:20][CH2:19][CH2:18][CH2:17]1.ClC(Cl)(OC(=O)OC(Cl)(Cl)Cl)Cl. (2) Given the product [Br:12][C:10]1[CH:9]=[CH:8][C:3]2[C:4](=[O:5])[NH:21][S:17](=[O:19])(=[O:18])[C:2]=2[CH:11]=1, predict the reactants needed to synthesize it. The reactants are: N[C:2]1[CH:11]=[C:10]([Br:12])[CH:9]=[CH:8][C:3]=1[C:4](OC)=[O:5].N([O-])=O.[Na+].[S:17](=[O:19])=[O:18].[OH-].[NH4+:21]. (3) Given the product [F:1][C:2]1[C:7]([C:8]2[C:15]([C:16]3[CH:21]=[CH:20][N:19]=[CH:18][CH:17]=3)=[C:11]3[S:12][CH2:13][CH2:14][N:10]3[N:9]=2)=[C:6]([F:22])[CH:5]=[CH:4][C:3]=1[NH:23][S:32]([C:26]1[CH:27]=[C:28]([F:31])[CH:29]=[CH:30][C:25]=1[F:24])(=[O:34])=[O:33], predict the reactants needed to synthesize it. The reactants are: [F:1][C:2]1[C:7]([C:8]2[C:15]([C:16]3[CH:21]=[CH:20][N:19]=[CH:18][CH:17]=3)=[C:11]3[S:12][CH2:13][CH2:14][N:10]3[N:9]=2)=[C:6]([F:22])[CH:5]=[CH:4][C:3]=1[NH2:23].[F:24][C:25]1[CH:30]=[CH:29][C:28]([F:31])=[CH:27][C:26]=1[S:32](Cl)(=[O:34])=[O:33].[OH-].[K+]. (4) The reactants are: [N+:1]([C:4]1[CH:5]=[C:6]2[N:12]=[C:11]([C:13]([O:15][CH2:16][CH3:17])=[O:14])[S:10][C:7]2=[N:8][CH:9]=1)([O-])=O. Given the product [NH2:1][C:4]1[CH:5]=[C:6]2[N:12]=[C:11]([C:13]([O:15][CH2:16][CH3:17])=[O:14])[S:10][C:7]2=[N:8][CH:9]=1, predict the reactants needed to synthesize it.